Dataset: Forward reaction prediction with 1.9M reactions from USPTO patents (1976-2016). Task: Predict the product of the given reaction. (1) Given the reactants CO[C:3](=[O:40])[C:4]1[CH:9]=[CH:8][CH:7]=[C:6]([CH2:10][O:11][C:12]2[CH:17]=[CH:16][C:15]([C:18]3[CH:23]=[C:22]([F:24])[C:21]([F:25])=[CH:20][C:19]=3[F:26])=[CH:14][CH:13]=2)[C:5]=1[NH:27][N:28](C(OC(C)(C)C)=O)[CH2:29][CH2:30][O:31][CH3:32].[ClH:41], predict the reaction product. The product is: [CH3:32][O:31][CH2:30][CH2:29][N:28]1[C:3](=[O:40])[C:4]2[C:5](=[C:6]([CH2:10][O:11][C:12]3[CH:13]=[CH:14][C:15]([C:18]4[CH:23]=[C:22]([F:24])[C:21]([F:25])=[CH:20][C:19]=4[F:26])=[CH:16][CH:17]=3)[CH:7]=[CH:8][CH:9]=2)[NH:27]1.[ClH:41].[CH3:32][O:31][CH2:30][CH2:29][N:28]1[C:3](=[O:40])[C:4]2[C:5](=[C:6]([CH2:10][O:11][C:12]3[CH:13]=[CH:14][C:15]([C:18]4[CH:23]=[C:22]([F:24])[C:21]([F:25])=[CH:20][C:19]=4[F:26])=[CH:16][CH:17]=3)[CH:7]=[CH:8][CH:9]=2)[NH:27]1. (2) Given the reactants [Na].Br[C:3]1[CH:8]=[CH:7][C:6]([C:9]([F:12])([F:11])[F:10])=[CH:5][CH:4]=1.[CH3:13][OH:14], predict the reaction product. The product is: [F:10][C:9]([F:12])([F:11])[C:6]1[CH:7]=[CH:8][C:3]([O:14][CH3:13])=[CH:4][CH:5]=1.